This data is from Catalyst prediction with 721,799 reactions and 888 catalyst types from USPTO. The task is: Predict which catalyst facilitates the given reaction. (1) Reactant: [N:1]([C:4]1[CH:9]=[CH:8][C:7]([O:10][CH2:11][C:12]#[CH:13])=[CH:6][CH:5]=1)=[C:2]=[S:3].[NH2:14][CH:15]([C:19]#[N:20])[C:16]([NH2:18])=[O:17]. Product: [NH2:20][C:19]1[S:3][C:2]([NH:1][C:4]2[CH:9]=[CH:8][C:7]([O:10][CH2:11][C:12]#[CH:13])=[CH:6][CH:5]=2)=[N:14][C:15]=1[C:16]([NH2:18])=[O:17]. The catalyst class is: 25. (2) Reactant: [CH:1]1([NH2:4])[CH2:3][CH2:2]1.C[Al](C)C.C1(C)C=CC=CC=1.[I:16][C:17]1[CH:26]=[C:25]([C:27]([F:30])([F:29])[F:28])[C:20]([C:21](OC)=[O:22])=[CH:19][N:18]=1. Product: [CH:1]1([NH:4][C:21](=[O:22])[C:20]2[C:25]([C:27]([F:29])([F:28])[F:30])=[CH:26][C:17]([I:16])=[N:18][CH:19]=2)[CH2:3][CH2:2]1. The catalyst class is: 46. (3) Reactant: C1(P(C2C=CC=CC=2)C2C=CC=CC=2)C=CC=CC=1.N(C(OC(C)C)=O)=NC(OC(C)C)=O.[C:34]([O:38][C:39]([N:41]([CH2:49][C:50]1([NH:53][C:54](=[O:63])[O:55][CH2:56][C:57]2[CH:62]=[CH:61][CH:60]=[CH:59][CH:58]=2)[CH2:52][CH2:51]1)[C@@H:42]([CH2:47]O)[CH2:43][CH:44]([CH3:46])[CH3:45])=[O:40])([CH3:37])([CH3:36])[CH3:35]. Product: [CH2:43]([C@H:42]1[N:41]([C:39]([O:38][C:34]([CH3:36])([CH3:35])[CH3:37])=[O:40])[CH2:49][C:50]2([CH2:51][CH2:52]2)[N:53]([C:54]([O:55][CH2:56][C:57]2[CH:62]=[CH:61][CH:60]=[CH:59][CH:58]=2)=[O:63])[CH2:47]1)[CH:44]([CH3:46])[CH3:45]. The catalyst class is: 11. (4) Reactant: [CH3:1][C:2]1[CH:3]=[C:4]([CH3:12])[C:5]2[O:9][C:8]([NH2:10])=[N:7][C:6]=2[CH:11]=1.[CH3:28][C:23]1([CH3:29])[C:24]([CH3:27])([CH3:26])[O:25][B:21]([B:21]2[O:25][C:24]([CH3:27])([CH3:26])[C:23]([CH3:29])([CH3:28])[O:22]2)[O:22]1.[C:31]([O-:34])(=O)C.[K+].C(Cl)Cl. Product: [CH3:1][C:2]1[CH:3]=[C:4]([CH3:12])[C:5]2[O:9][C:8]([NH:10][C:31]([NH:7][C:6]3[CH:11]=[CH:2][C:3]([B:21]4[O:22][C:23]([CH3:28])([CH3:29])[C:24]([CH3:26])([CH3:27])[O:25]4)=[CH:4][CH:5]=3)=[O:34])=[N:7][C:6]=2[CH:11]=1. The catalyst class is: 3. (5) Reactant: [CH3:1][O:2][C:3]1[CH:9]=[CH:8][C:6]([NH2:7])=[C:5]([N+:10]([O-:12])=[O:11])[CH:4]=1.C(N(CC)CC)C.[Cl:20][C:21]1[N:22]=[N:23][C:24]([Cl:30])=[CH:25][C:26]=1[C:27](Cl)=[O:28].ClCCl.C(OCC)(=O)C. Product: [CH3:1][O:2][C:3]1[CH:9]=[CH:8][C:6]([NH:7][C:27]([C:26]2[CH:25]=[C:24]([Cl:30])[N:23]=[N:22][C:21]=2[Cl:20])=[O:28])=[C:5]([N+:10]([O-:12])=[O:11])[CH:4]=1. The catalyst class is: 4. (6) Reactant: Cl[C:2]1[CH:7]=[C:6]([Cl:8])[N:5]=[C:4]([N:9]2[CH2:14][CH2:13][O:12][CH2:11][CH2:10]2)[N:3]=1.CCN(C(C)C)C(C)C.[C:24]1([NH:30][CH2:31][CH2:32][NH2:33])[CH:29]=[CH:28][CH:27]=[CH:26][CH:25]=1. Product: [Cl:8][C:6]1[N:5]=[C:4]([N:9]2[CH2:14][CH2:13][O:12][CH2:11][CH2:10]2)[N:3]=[C:2]([NH:33][CH2:32][CH2:31][NH:30][C:24]2[CH:29]=[CH:28][CH:27]=[CH:26][CH:25]=2)[CH:7]=1. The catalyst class is: 10.